From a dataset of Full USPTO retrosynthesis dataset with 1.9M reactions from patents (1976-2016). Predict the reactants needed to synthesize the given product. Given the product [C:1]([Si:5]([CH3:21])([CH3:20])[O:6][CH2:7][CH2:8][N:9]1[C:17]2[C:12](=[CH:13][C:14]([CH3:19])=[C:15]([NH:18][C:36]([C:30]3[C@H:29]([C:26]4[CH:27]=[CH:28][C:23]([F:22])=[CH:24][CH:25]=4)[CH2:34][C:33](=[O:35])[NH:32][CH:31]=3)=[O:37])[CH:16]=2)[CH:11]=[N:10]1)([CH3:4])([CH3:3])[CH3:2], predict the reactants needed to synthesize it. The reactants are: [C:1]([Si:5]([CH3:21])([CH3:20])[O:6][CH2:7][CH2:8][N:9]1[C:17]2[C:12](=[CH:13][C:14]([CH3:19])=[C:15]([NH2:18])[CH:16]=2)[CH:11]=[N:10]1)([CH3:4])([CH3:3])[CH3:2].[F:22][C:23]1[CH:28]=[CH:27][C:26]([C@@H:29]2[CH2:34][C:33](=[O:35])[NH:32][CH:31]=[C:30]2[C:36](Cl)=[O:37])=[CH:25][CH:24]=1.